This data is from Full USPTO retrosynthesis dataset with 1.9M reactions from patents (1976-2016). The task is: Predict the reactants needed to synthesize the given product. (1) Given the product [ClH:31].[ClH:31].[NH2:7][C@@H:8]1[CH2:13][CH2:12][CH2:11][N:10]([C:14]([C:16]2[CH:21]=[CH:20][CH:19]=[CH:18][C:17]=2[C:22]2[CH:27]=[CH:26][C:25]([CH3:28])=[C:24]([CH3:29])[CH:23]=2)=[O:15])[CH2:9]1, predict the reactants needed to synthesize it. The reactants are: C(OC(=O)[NH:7][C@@H:8]1[CH2:13][CH2:12][CH2:11][N:10]([C:14]([C:16]2[C:17]([C:22]3[CH:27]=[CH:26][C:25]([CH3:28])=[C:24]([CH3:29])[CH:23]=3)=[CH:18][CH:19]=[CH:20][CH:21]=2)=[O:15])[CH2:9]1)(C)(C)C.[ClH:31]. (2) The reactants are: OS([O-])(=O)=O.[K+].[CH3:7][C:8]([S@@:11]([NH2:13])=[O:12])([CH3:10])[CH3:9].[CH:14]([C:16]1[CH:17]=[C:18]([CH:21]=[CH:22][CH:23]=1)[C:19]#[N:20])=O. Given the product [C:8]([S+:11](/[N:13]=[CH:14]/[C:16]1[CH:23]=[CH:22][CH:21]=[C:18]([C:19]#[N:20])[CH:17]=1)[O-:12])([CH3:10])([CH3:9])[CH3:7], predict the reactants needed to synthesize it. (3) Given the product [CH3:16][N:15]([CH3:17])[C:11]1[CH:10]=[C:9]([CH:14]=[CH:13][CH:12]=1)[O:8][C:5]1[CH:4]=[CH:3][C:2]([NH:23][C:22]2[CH:24]=[CH:25][C:19]([F:18])=[C:20]([O:26][CH3:27])[CH:21]=2)=[N:7][CH:6]=1, predict the reactants needed to synthesize it. The reactants are: Cl[C:2]1[N:7]=[CH:6][C:5]([O:8][C:9]2[CH:10]=[C:11]([N:15]([CH3:17])[CH3:16])[CH:12]=[CH:13][CH:14]=2)=[CH:4][CH:3]=1.[F:18][C:19]1[CH:25]=[CH:24][C:22]([NH2:23])=[CH:21][C:20]=1[O:26][CH3:27].C1(P(C2C=CC=CC=2)C2C3OC4C(=CC=CC=4P(C4C=CC=CC=4)C4C=CC=CC=4)C(C)(C)C=3C=CC=2)C=CC=CC=1.C(=O)([O-])[O-].[Cs+].[Cs+]. (4) Given the product [ClH:18].[CH3:1][O:2][C:3]1[CH:15]=[C:14]([O:16][CH3:17])[CH:13]=[CH:12][C:4]=1[CH:5]=[C:6]1[CH2:10][CH2:9][CH:8]([CH2:19][N:20]([CH3:22])[CH3:21])[C:7]1=[O:11], predict the reactants needed to synthesize it. The reactants are: [CH3:1][O:2][C:3]1[CH:15]=[C:14]([O:16][CH3:17])[CH:13]=[CH:12][C:4]=1[CH:5]=[C:6]1[CH2:10][CH2:9][CH2:8][C:7]1=[O:11].[Cl-:18].[CH3:19][N+:20](=[CH2:22])[CH3:21]. (5) Given the product [OH:9][CH2:10][C:12]1[N:13]([CH:17]2[C:26]3[C:21](=[CH:22][CH:23]=[CH:24][CH:25]=3)[NH:20][C:19](=[O:27])[C:18]2([CH3:29])[CH3:28])[CH:14]=[N:15][CH:16]=1, predict the reactants needed to synthesize it. The reactants are: [H-].[H-].[H-].[H-].[Li+].[Al+3].C([O:9][C:10]([C:12]1[N:13]([CH:17]2[C:26]3[C:21](=[CH:22][CH:23]=[CH:24][CH:25]=3)[NH:20][C:19](=[O:27])[C:18]2([CH3:29])[CH3:28])[CH:14]=[N:15][CH:16]=1)=O)C.